Task: Predict the product of the given reaction.. Dataset: Forward reaction prediction with 1.9M reactions from USPTO patents (1976-2016) (1) Given the reactants [S:1]1[CH:5]=[C:4]([CH:6]=O)[C:3]2[CH:8]=[CH:9][CH:10]=[CH:11][C:2]1=2.C(O)(=O)[CH2:13][C:14]([OH:16])=[O:15].N1CCCCC1, predict the reaction product. The product is: [S:1]1[C:2]2[CH:11]=[CH:10][CH:9]=[CH:8][C:3]=2[C:4](/[CH:6]=[CH:13]\[C:14]([OH:16])=[O:15])=[CH:5]1. (2) Given the reactants [CH3:1][O:2][C:3]1[CH:4]=[C:5]2[C:10](=[CH:11][C:12]=1[O:13][CH3:14])[N:9]=[CH:8][NH:7][C:6]2=O.O=P(Cl)(Cl)[Cl:18], predict the reaction product. The product is: [Cl:18][C:6]1[C:5]2[C:10](=[CH:11][C:12]([O:13][CH3:14])=[C:3]([O:2][CH3:1])[CH:4]=2)[N:9]=[CH:8][N:7]=1. (3) The product is: [CH2:42]([O:44][C:45]([N:47]1[CH2:52][CH2:51][N:50]([C:53](=[O:88])[C@@H:54]([NH:58][C:59]([C:61]2[CH:65]=[C:64]([O:66][CH2:67][C:68]([N:70]3[CH2:74][CH2:73][CH2:72][C@H:71]3[C:75](=[O:81])[NH:76][CH:77]3[CH2:80][CH2:79][CH2:78]3)=[O:69])[N:63]([C:82]3[CH:87]=[CH:86][CH:85]=[CH:84][CH:83]=3)[N:62]=2)=[O:60])[CH2:55][CH2:56][NH:57][C:5]([CH:3]2[CH2:4][C:2]2([F:8])[F:1])=[O:6])[CH2:49][CH2:48]1)=[O:46])[CH3:43]. Given the reactants [F:1][C:2]1([F:8])[CH2:4][CH:3]1[C:5](O)=[O:6].CCN(C(C)C)C(C)C.CN(C(ON1N=NC2C=CC=NC1=2)=[N+](C)C)C.F[P-](F)(F)(F)(F)F.[CH2:42]([O:44][C:45]([N:47]1[CH2:52][CH2:51][N:50]([C:53](=[O:88])[C@@H:54]([NH:58][C:59]([C:61]2[CH:65]=[C:64]([O:66][CH2:67][C:68]([N:70]3[CH2:74][CH2:73][CH2:72][C@H:71]3[C:75](=[O:81])[NH:76][CH:77]3[CH2:80][CH2:79][CH2:78]3)=[O:69])[N:63]([C:82]3[CH:87]=[CH:86][CH:85]=[CH:84][CH:83]=3)[N:62]=2)=[O:60])[CH2:55][CH2:56][NH2:57])[CH2:49][CH2:48]1)=[O:46])[CH3:43], predict the reaction product. (4) Given the reactants [Li+].[CH3:2][CH:3]([N-]C(C)C)C.[F:9][CH:10]([F:16])[C:11]([O:13]CC)=O.[CH2:17]1[CH2:21][O:20][CH2:19][CH2:18]1, predict the reaction product. The product is: [F:16][CH:10]([F:9])[C:11]([CH:2]1[C:21](=[O:20])[CH2:17][CH:18]2[CH:3]1[CH2:19]2)=[O:13].